Dataset: Full USPTO retrosynthesis dataset with 1.9M reactions from patents (1976-2016). Task: Predict the reactants needed to synthesize the given product. (1) The reactants are: [F:1][C:2]1[CH:25]=[C:24]([N+:26]([O-])=O)[CH:23]=[CH:22][C:3]=1[O:4][C:5]1[CH:10]=[CH:9][N:8]=[C:7]2[CH:11]=[C:12]([C:14]3[N:15]=[CH:16][N:17]([CH:19]([CH3:21])[CH3:20])[CH:18]=3)[S:13][C:6]=12.[BH4-].[Na+]. Given the product [F:1][C:2]1[CH:25]=[C:24]([CH:23]=[CH:22][C:3]=1[O:4][C:5]1[CH:10]=[CH:9][N:8]=[C:7]2[CH:11]=[C:12]([C:14]3[N:15]=[CH:16][N:17]([CH:19]([CH3:21])[CH3:20])[CH:18]=3)[S:13][C:6]=12)[NH2:26], predict the reactants needed to synthesize it. (2) Given the product [C:13]1([C:12]2[C:11]([N:20]3[CH2:25][CH2:24][N:23]([C:26]([O:28][C:29]([CH3:32])([CH3:31])[CH3:30])=[O:27])[CH2:22][CH2:21]3)=[CH:10][N:7]=[CH:5][N:6]=2)[CH:18]=[CH:17][CH:16]=[CH:15][CH:14]=1, predict the reactants needed to synthesize it. The reactants are: C(O)(=O)C.[CH:5]([NH2:7])=[NH:6].CN(C)[CH:10]=[C:11]([N:20]1[CH2:25][CH2:24][N:23]([C:26]([O:28][C:29]([CH3:32])([CH3:31])[CH3:30])=[O:27])[CH2:22][CH2:21]1)[C:12](=O)[C:13]1[CH:18]=[CH:17][CH:16]=[CH:15][CH:14]=1. (3) Given the product [Br:1][C:2]1[CH:7]=[CH:6][C:5]2[C:13](=[O:14])[O:9][CH2:8][C:4]=2[C:3]=1[F:10], predict the reactants needed to synthesize it. The reactants are: [Br:1][C:2]1[C:3]([F:10])=[C:4]([CH2:8][OH:9])[CH:5]=[CH:6][CH:7]=1.FC(F)(F)[C:13]([O-])=[O:14].[Tl+2].FC(F)(F)C([O-])=O.FC(F)(F)C(O)=O.[Cl-].[Li+].[O-2].[Mg+2]. (4) Given the product [CH3:13][O:12][C:10]1[CH:11]=[C:6]([O:2][CH3:1])[C:7]([N+:15]([O-:17])=[O:16])=[CH:8][C:9]=1[CH3:18], predict the reactants needed to synthesize it. The reactants are: [CH3:1][O-:2].[Na+].[Na].Cl[C:6]1[CH:11]=[C:10]([O:12][CH3:13])[CH:9]=[C:8](C)[C:7]=1[N+:15]([O-:17])=[O:16].[CH3:18]O.